From a dataset of Forward reaction prediction with 1.9M reactions from USPTO patents (1976-2016). Predict the product of the given reaction. (1) Given the reactants [F:1][C:2]([F:51])([F:50])[C:3]1[CH:4]=[C:5]([CH:43]=[C:44]([C:46]([F:49])([F:48])[F:47])[CH:45]=1)[CH2:6][N:7]([CH2:20][C:21]1[CH:26]=[C:25]([C:27]([F:30])([F:29])[F:28])[CH:24]=[CH:23][C:22]=1[N:31]([CH2:41][CH3:42])[C:32]1[O:33][CH2:34][C@@H:35]([C:37]([O:39]C)=[O:38])[N:36]=1)[C:8]1[N:13]=[CH:12][C:11]([N:14]2[CH2:19][CH2:18][O:17][CH2:16][CH2:15]2)=[CH:10][N:9]=1.[OH-].[Na+].Cl.C(OCC)(=O)C, predict the reaction product. The product is: [F:49][C:46]([F:47])([F:48])[C:44]1[CH:43]=[C:5]([CH:4]=[C:3]([C:2]([F:1])([F:50])[F:51])[CH:45]=1)[CH2:6][N:7]([CH2:20][C:21]1[CH:26]=[C:25]([C:27]([F:29])([F:30])[F:28])[CH:24]=[CH:23][C:22]=1[N:31]([CH2:41][CH3:42])[C:32]1[O:33][CH2:34][C@@H:35]([C:37]([OH:39])=[O:38])[N:36]=1)[C:8]1[N:13]=[CH:12][C:11]([N:14]2[CH2:15][CH2:16][O:17][CH2:18][CH2:19]2)=[CH:10][N:9]=1. (2) Given the reactants [C:1]([C:5]1[CH:13]=[C:12]([Cl:14])[C:11]([CH3:15])=[C:7]([C:8]([OH:10])=O)[C:6]=1[OH:16])([CH3:4])([CH3:3])[CH3:2].[N+:17]([C:20]1[CH:26]=[CH:25][C:23]([NH2:24])=[C:22]([C:27]([F:30])([F:29])[F:28])[CH:21]=1)([O-:19])=[O:18], predict the reaction product. The product is: [C:1]([C:5]1[C:6]([OH:16])=[C:7]([C:11]([CH3:15])=[C:12]([Cl:14])[CH:13]=1)[C:8]([NH:24][C:23]1[CH:25]=[CH:26][C:20]([N+:17]([O-:19])=[O:18])=[CH:21][C:22]=1[C:27]([F:28])([F:29])[F:30])=[O:10])([CH3:2])([CH3:3])[CH3:4]. (3) Given the reactants [F:1][C:2]1[C:3]([O:43]C)=[CH:4][C:5]([CH2:38][C:39]([F:42])([F:41])[F:40])=[C:6]([C:8]2[N:13]=[C:12]3[N:14](C(OC(C)(C)C)=O)[N:15]=[C:16]([C:17](=[O:20])[NH:18][CH3:19])[C:11]3=[C:10]([NH:28][CH2:29][C:30]3[CH:35]=[CH:34][CH:33]=[CH:32][C:31]=3[NH:36][CH3:37])[N:9]=2)[CH:7]=1.[H-].[Na+].[S:47](Cl)(=[O:50])(=[O:49])[NH2:48].B(Br)(Br)Br, predict the reaction product. The product is: [F:1][C:2]1[C:3]([OH:43])=[CH:4][C:5]([CH2:38][C:39]([F:42])([F:41])[F:40])=[C:6]([C:8]2[N:13]=[C:12]3[NH:14][N:15]=[C:16]([C:17]([NH:18][CH3:19])=[O:20])[C:11]3=[C:10]([NH:28][CH2:29][C:30]3[CH:35]=[CH:34][CH:33]=[CH:32][C:31]=3[N:36]([CH3:37])[S:47](=[O:50])(=[O:49])[NH2:48])[N:9]=2)[CH:7]=1. (4) Given the reactants Cl[C:2]1[N:3]=[CH:4][C:5]([NH:16][CH2:17][CH:18]2[CH2:23][CH2:22][O:21][CH2:20][CH2:19]2)=[N:6][C:7]=1[C:8]1[C:13]([Cl:14])=[CH:12][N:11]=[C:10]([F:15])[CH:9]=1.[C:24]([O-])([O-])=O.[Na+].[Na+].CB(O)O.C(Cl)Cl, predict the reaction product. The product is: [Cl:14][C:13]1[C:8]([C:7]2[N:6]=[C:5]([NH:16][CH2:17][CH:18]3[CH2:23][CH2:22][O:21][CH2:20][CH2:19]3)[CH:4]=[N:3][C:2]=2[CH3:24])=[CH:9][C:10]([F:15])=[N:11][CH:12]=1. (5) Given the reactants [Br:1]Br.[CH3:3][CH:4]1[CH:9]([C:10]([O:12][CH3:13])=[O:11])[C:8](=[O:14])[CH:7]=[CH:6][CH2:5]1, predict the reaction product. The product is: [Br:1][C:7]1[C:8]([OH:14])=[C:9]([C:4]([CH3:3])=[CH:5][CH:6]=1)[C:10]([O:12][CH3:13])=[O:11]. (6) The product is: [Cl:1][C:2]1[CH:23]=[C:22]([Cl:24])[CH:21]=[CH:20][C:3]=1[O:4][C:5]1[CH:10]=[CH:9][CH:8]=[CH:7][C:6]=1[NH:11][C:12]([CH:14]1[CH2:19][CH2:18][N:17]([S:39]([C:33]2[CH:34]=[C:35]([Cl:38])[CH:36]=[CH:37][C:32]=2[Cl:31])(=[O:41])=[O:40])[CH2:16][CH2:15]1)=[O:13]. Given the reactants [Cl:1][C:2]1[CH:23]=[C:22]([Cl:24])[CH:21]=[CH:20][C:3]=1[O:4][C:5]1[CH:10]=[CH:9][CH:8]=[CH:7][C:6]=1[NH:11][C:12]([CH:14]1[CH2:19][CH2:18][NH:17][CH2:16][CH2:15]1)=[O:13].N1C=CC=CC=1.[Cl:31][C:32]1[CH:37]=[CH:36][C:35]([Cl:38])=[CH:34][C:33]=1[S:39](Cl)(=[O:41])=[O:40], predict the reaction product. (7) Given the reactants Br[CH2:2][CH2:3][CH2:4][CH2:5][CH2:6][CH2:7][CH2:8][C:9]([NH:11][C:12]1[CH:41]=[CH:40][CH:39]=[CH:38][C:13]=1[C:14]([NH:16][CH2:17][C:18]1[C:19]([NH:31][CH:32]2[CH2:37][CH2:36][O:35][CH2:34][CH2:33]2)=[C:20]2[CH:28]=[N:27][N:26]([CH2:29][CH3:30])[C:21]2=[N:22][C:23]=1[CH2:24][CH3:25])=[O:15])=[O:10].[CH3:42][NH:43][CH2:44][CH2:45][OH:46].C(N(CC)C(C)C)(C)C, predict the reaction product. The product is: [CH2:29]([N:26]1[C:21]2=[N:22][C:23]([CH2:24][CH3:25])=[C:18]([CH2:17][NH:16][C:14](=[O:15])[C:13]3[CH:38]=[CH:39][CH:40]=[CH:41][C:12]=3[NH:11][C:9](=[O:10])[CH2:8][CH2:7][CH2:6][CH2:5][CH2:4][CH2:3][CH2:2][N:43]([CH2:44][CH2:45][OH:46])[CH3:42])[C:19]([NH:31][CH:32]3[CH2:33][CH2:34][O:35][CH2:36][CH2:37]3)=[C:20]2[CH:28]=[N:27]1)[CH3:30].